Dataset: Plasma protein binding rate (PPBR) regression data from AstraZeneca. Task: Regression/Classification. Given a drug SMILES string, predict its absorption, distribution, metabolism, or excretion properties. Task type varies by dataset: regression for continuous measurements (e.g., permeability, clearance, half-life) or binary classification for categorical outcomes (e.g., BBB penetration, CYP inhibition). For this dataset (ppbr_az), we predict Y. (1) The molecule is Cc1ncc(NC(=O)c2cc(NC(=O)c3cccc(Cl)c3)ccc2Cl)s1. The Y is 99.8 %. (2) The drug is O=C1C(CC[S+]([O-])c2ccccc2)C(=O)N(c2ccccc2)N1c1ccccc1. The Y is 99.3 %. (3) The molecule is CNc1c(Br)cnc2[nH]c(-c3ccnc(N)c3)nc12. The Y is 97.3 %. (4) The compound is COc1ccc(CCO[C@@H]2CCCC[C@H]2N2CC[C@@H](O)C2)cc1OC. The Y is 37.1 %. (5) The molecule is CNC(=O)CCCN(C)C(=O)c1ccc2c(c1)c1c(n2C)CC[C@@H](C2CCOCC2)C1. The Y is 96.3 %. (6) The molecule is Cc1cn([C@H]2CCCN(S(=O)(=O)c3ccc(O)c(Oc4ccccc4)c3)C2)c(=O)[nH]c1=O. The Y is 93.8 %. (7) The drug is O=C(NCC12CC3CC(CC(C3)C1)C2)c1cc(C(=O)N2CC3CNCC(C2)O3)ccc1Cl. The Y is 69.1 %.